This data is from Full USPTO retrosynthesis dataset with 1.9M reactions from patents (1976-2016). The task is: Predict the reactants needed to synthesize the given product. (1) Given the product [CH3:8][N:6]1[CH:7]=[C:2]([B:17]2[O:21][C:20]([CH3:23])([CH3:22])[C:19]([CH3:25])([CH3:24])[O:18]2)[CH:3]=[C:4]([NH:10][C:11]2[S:12][C:13]([CH3:16])=[CH:14][N:15]=2)[C:5]1=[O:9], predict the reactants needed to synthesize it. The reactants are: Br[C:2]1[CH:3]=[C:4]([NH:10][C:11]2[S:12][C:13]([CH3:16])=[CH:14][N:15]=2)[C:5](=[O:9])[N:6]([CH3:8])[CH:7]=1.[B:17]1([B:17]2[O:21][C:20]([CH3:23])([CH3:22])[C:19]([CH3:25])([CH3:24])[O:18]2)[O:21][C:20]([CH3:23])([CH3:22])[C:19]([CH3:25])([CH3:24])[O:18]1.C([O-])(=O)C.[K+]. (2) Given the product [CH:33]1([C:32]2[C:13]([N:8]([C:4]3[CH:5]=[CH:6][CH:7]=[C:2]([CH:36]=[CH2:37])[CH:3]=3)[S:9]([CH3:12])(=[O:11])=[O:10])=[CH:14][C:15]3[O:19][C:18]([C:20]4[CH:21]=[CH:22][C:23]([F:26])=[CH:24][CH:25]=4)=[C:17]([C:27]([NH:29][CH3:30])=[O:28])[C:16]=3[CH:31]=2)[CH2:34][CH2:35]1, predict the reactants needed to synthesize it. The reactants are: Br[C:2]1[CH:3]=[C:4]([N:8]([C:13]2[C:32]([CH:33]3[CH2:35][CH2:34]3)=[CH:31][C:16]3[C:17]([C:27]([NH:29][CH3:30])=[O:28])=[C:18]([C:20]4[CH:25]=[CH:24][C:23]([F:26])=[CH:22][CH:21]=4)[O:19][C:15]=3[CH:14]=2)[S:9]([CH3:12])(=[O:11])=[O:10])[CH:5]=[CH:6][CH:7]=1.[CH3:36][C:37]1(C)C(C)(C)OB(C=C)O1.ClCCl.C(=O)([O-])[O-].[Na+].[Na+]. (3) Given the product [N+:1]([C:5]1[CH:10]=[CH:9][CH:8]=[CH:7][CH:6]=1)([O-:4])=[O:2], predict the reactants needed to synthesize it. The reactants are: [N+:1]([O-:4])(O)=[O:2].[CH:5]1[CH:10]=[CH:9][CH:8]=[CH:7][CH:6]=1. (4) The reactants are: C[O:2][C:3]1[CH:20]=[CH:19][C:18]2[C:17]3[C:8](=[C:9]4[C:14](=[CH:15][CH:16]=3)[CH:13]=[C:12]([O:21]C)[CH:11]=[CH:10]4)[CH:7]=[CH:6][C:5]=2[CH:4]=1.C(Cl)Cl.B(Br)(Br)Br. Given the product [CH:4]1[C:5]2[CH:6]=[CH:7][C:8]3[C:17](=[CH:16][CH:15]=[C:14]4[C:9]=3[CH:10]=[CH:11][C:12]([OH:21])=[CH:13]4)[C:18]=2[CH:19]=[CH:20][C:3]=1[OH:2], predict the reactants needed to synthesize it. (5) The reactants are: [CH2:1]([O:5][C:6]1[N:14]=[C:13]2[C:9]([N:10]=[C:11]([O:22][CH3:23])[N:12]2[CH2:15][CH2:16][CH2:17][CH2:18][CH2:19][CH2:20]Cl)=[C:8]([NH2:24])[N:7]=1)[CH2:2][CH2:3][CH3:4].[CH3:25][N:26]1[CH2:31][CH2:30][NH:29][CH2:28][CH2:27]1.C(N(CC)C(C)C)(C)C.[I-].[Na+]. Given the product [CH2:1]([O:5][C:6]1[N:14]=[C:13]2[C:9]([N:10]=[C:11]([O:22][CH3:23])[N:12]2[CH2:15][CH2:16][CH2:17][CH2:18][CH2:19][CH2:20][N:29]2[CH2:30][CH2:31][N:26]([CH3:25])[CH2:27][CH2:28]2)=[C:8]([NH2:24])[N:7]=1)[CH2:2][CH2:3][CH3:4], predict the reactants needed to synthesize it. (6) Given the product [C:1]([O:4][C@@H:5]1[CH2:9][N:8]([C:10]([O:12][C:13]([CH3:15])([CH3:14])[CH3:16])=[O:11])[C@H:7]([CH2:21][OH:22])[CH2:6]1)(=[O:3])[CH3:2], predict the reactants needed to synthesize it. The reactants are: [C:1]([O:4][C@@H:5]1[CH2:9][N:8]([C:10]([O:12][C:13]([CH3:16])([CH3:15])[CH3:14])=[O:11])[C@@:7]([CH2:21][O:22][SiH3])(C(C)(C)C)[C:6]1(C1C=CC=CC=1)C1C=CC=CC=1)(=[O:3])[CH3:2].C(O)(=O)C.CCCC[N+](CCCC)(CCCC)CCCC.[F-]. (7) Given the product [O:14]=[C:12]([C:15]1[N:16]=[C:17]([C:21]([O:23][CH3:24])=[O:22])[CH:18]=[CH:19][CH:20]=1)[C:32]#[C:31][C:25]1[CH:30]=[CH:29][CH:28]=[CH:27][CH:26]=1, predict the reactants needed to synthesize it. The reactants are: S(Cl)(Cl)=O.C1(C)C=CC=CC=1.[C:12]([C:15]1[CH:20]=[CH:19][CH:18]=[C:17]([C:21]([O:23][CH3:24])=[O:22])[N:16]=1)([OH:14])=O.[C:25]1([C:31]#[CH:32])[CH:30]=[CH:29][CH:28]=[CH:27][CH:26]=1. (8) Given the product [CH3:39][C:23]1[C:22]([CH2:21][O:19][C:6]2[CH:7]=[CH:8][C:9]([CH2:10][CH2:11][CH2:12][CH2:13][N:14]3[CH:18]=[CH:17][N:16]=[N:15]3)=[C:4]([CH3:3])[CH:5]=2)=[CH:27][CH:26]=[C:25]([C:28]2[CH:33]=[CH:32][CH:31]=[C:30]([O:34][C:35]([F:37])([F:38])[F:36])[CH:29]=2)[N:24]=1, predict the reactants needed to synthesize it. The reactants are: [H-].[Na+].[CH3:3][C:4]1[CH:5]=[C:6]([OH:19])[CH:7]=[CH:8][C:9]=1[CH2:10][CH2:11][CH2:12][CH2:13][N:14]1[CH:18]=[CH:17][N:16]=[N:15]1.Cl[CH2:21][C:22]1[C:23]([CH3:39])=[N:24][C:25]([C:28]2[CH:33]=[CH:32][CH:31]=[C:30]([O:34][C:35]([F:38])([F:37])[F:36])[CH:29]=2)=[CH:26][CH:27]=1.O.